This data is from Reaction yield outcomes from USPTO patents with 853,638 reactions. The task is: Predict the reaction yield, written as a fraction of the theoretical maximum amount of product (1.0 means a 100% yield; for example, 0.34 means a 34% yield). The reactants are [Mg].[F:2][C:3](S(C1C=CC=CC=1)(=O)=O)(S(C1C=CC=CC=1)(=O)=O)[CH:4]([C:7]1[CH:12]=[CH:11][C:10]([CH2:13][CH:14]([CH3:16])[CH3:15])=[CH:9][CH:8]=1)[CH2:5][OH:6].O. The catalyst is C(Br)Br.C[Si](Cl)(C)C.CO. The product is [F:2][CH2:3][CH:4]([C:7]1[CH:8]=[CH:9][C:10]([CH2:13][CH:14]([CH3:16])[CH3:15])=[CH:11][CH:12]=1)[CH2:5][OH:6]. The yield is 0.870.